This data is from Full USPTO retrosynthesis dataset with 1.9M reactions from patents (1976-2016). The task is: Predict the reactants needed to synthesize the given product. (1) Given the product [F:18][C:19]([F:25])([F:24])[S:20]([O-:23])(=[O:22])=[O:21].[Cl:2][CH2:3][N+:4]12[CH2:9][CH2:8][N:7]([CH2:10][CH2:11]1)[C@H:6]([C:12]1[CH:13]=[CH:14][CH:15]=[CH:16][CH:17]=1)[CH2:5]2, predict the reactants needed to synthesize it. The reactants are: [Cl-].[Cl:2][CH2:3][N+:4]12[CH2:11][CH2:10][N:7]([CH2:8][CH2:9]1)[C@H:6]([C:12]1[CH:17]=[CH:16][CH:15]=[CH:14][CH:13]=1)[CH2:5]2.[F:18][C:19]([F:25])([F:24])[S:20]([O-:23])(=[O:22])=[O:21].[Na+]. (2) The reactants are: [C:1]([NH:9][C:10]1[CH:15]=[CH:14][C:13]([C:16]2[CH:24]=[C:23]3[C:19]([CH2:20][N:21]([C@@H:26]([CH:31]([CH3:33])[CH3:32])[C:27]([O:29][CH3:30])=[O:28])[C:22]3=[O:25])=[CH:18][CH:17]=2)=[CH:12][CH:11]=1)(=[O:8])[C:2]1[CH:7]=[CH:6][CH:5]=[CH:4][CH:3]=1.NC1C=CC(C2C=C3C(CN([C@@H](C(C)C)C(OC)=O)C3=O)=CC=2)=CC=1.[O:59](C1C=CC(C(Cl)=O)=CC=1)[C:60]1[CH:65]=[CH:64][CH:63]=[CH:62][CH:61]=1. Given the product [CH3:32][CH:31]([CH3:33])[C@H:26]([N:21]1[CH2:20][C:19]2[C:23](=[CH:24][C:16]([C:13]3[CH:12]=[CH:11][C:10]([NH:9][C:1](=[O:8])[C:2]4[CH:3]=[CH:4][C:5]([O:59][C:60]5[CH:65]=[CH:64][CH:63]=[CH:62][CH:61]=5)=[CH:6][CH:7]=4)=[CH:15][CH:14]=3)=[CH:17][CH:18]=2)[C:22]1=[O:25])[C:27]([O:29][CH3:30])=[O:28], predict the reactants needed to synthesize it. (3) Given the product [Br:1][CH:4]1[CH2:5][CH2:6][C:7](=[O:9])[NH:8][C:3]1=[O:10], predict the reactants needed to synthesize it. The reactants are: [Br:1]Br.[C:3]1(=[O:10])[NH:8][C:7](=[O:9])[CH2:6][CH2:5][CH2:4]1.Br. (4) Given the product [CH3:12][C:11]1([CH3:13])[C:2]2[CH:7]=[C:6]([CH3:8])[CH:5]=[CH:4][C:3]=2[O:9][CH2:10]1, predict the reactants needed to synthesize it. The reactants are: Br[C:2]1[CH:7]=[C:6]([CH3:8])[CH:5]=[CH:4][C:3]=1[O:9][CH2:10][C:11]([CH3:13])=[CH2:12].N(C(C)(C)C#N)=NC(C)(C)C#N.C([SnH](CCCC)CCCC)CCC. (5) Given the product [OH:17][C:18]1[CH:25]=[CH:24][CH:23]=[C:22]([O:26][CH2:2][C:3]2[CH2:8][CH2:7][O:6][CH2:5][C:4]=2[C:9]2[N:13]([CH:14]([CH3:16])[CH3:15])[N:12]=[CH:11][CH:10]=2)[C:19]=1[CH:20]=[O:21], predict the reactants needed to synthesize it. The reactants are: Br[CH2:2][C:3]1[CH2:8][CH2:7][O:6][CH2:5][C:4]=1[C:9]1[N:13]([CH:14]([CH3:16])[CH3:15])[N:12]=[CH:11][CH:10]=1.[OH:17][C:18]1[CH:25]=[CH:24][CH:23]=[C:22]([OH:26])[C:19]=1[CH:20]=[O:21].C([O-])([O-])=O.[K+].[K+]. (6) Given the product [N:38]1[CH:39]=[CH:40][CH:41]=[C:36]([NH:35][C:34]([N:15]2[CH2:16][CH2:17][CH2:18][CH:13]([CH2:12][C:10]3[CH:9]=[CH:8][C:6]4[O:7][C:3]([F:2])([F:19])[O:4][C:5]=4[CH:11]=3)[CH2:14]2)=[O:33])[CH:37]=1, predict the reactants needed to synthesize it. The reactants are: Cl.[F:2][C:3]1([F:19])[O:7][C:6]2[CH:8]=[CH:9][C:10]([CH2:12][CH:13]3[CH2:18][CH2:17][CH2:16][NH:15][CH2:14]3)=[CH:11][C:5]=2[O:4]1.CCN(CC)CC.C1([O:33][C:34](=O)[NH:35][C:36]2[CH:37]=[N:38][CH:39]=[CH:40][CH:41]=2)C=CC=CC=1.